Dataset: Peptide-MHC class I binding affinity with 185,985 pairs from IEDB/IMGT. Task: Regression. Given a peptide amino acid sequence and an MHC pseudo amino acid sequence, predict their binding affinity value. This is MHC class I binding data. (1) The peptide sequence is SIINFEKL. The MHC is Mamu-A02 with pseudo-sequence Mamu-A02. The binding affinity (normalized) is 0. (2) The peptide sequence is LSPETLVGV. The MHC is Mamu-B08 with pseudo-sequence Mamu-B08. The binding affinity (normalized) is 0. (3) The peptide sequence is TMGPHPAGV. The MHC is HLA-A02:01 with pseudo-sequence HLA-A02:01. The binding affinity (normalized) is 1.00.